Dataset: Forward reaction prediction with 1.9M reactions from USPTO patents (1976-2016). Task: Predict the product of the given reaction. (1) Given the reactants [F:1][C:2]1[CH:10]=[CH:9][C:8]2[C:7](=[CH:11][O:12]C)[CH2:6][CH2:5][C:4]=2[C:3]=1[C:14]#[N:15].B(Br)(Br)Br, predict the reaction product. The product is: [F:1][C:2]1[CH:10]=[CH:9][C:8]2[CH:7]([CH:11]=[O:12])[CH2:6][CH2:5][C:4]=2[C:3]=1[C:14]#[N:15]. (2) Given the reactants [F:1][C:2]([F:54])([F:53])[C:3]1[CH:4]=[C:5]([CH:46]=[C:47]([C:49]([F:52])([F:51])[F:50])[CH:48]=1)[CH2:6][N:7]([CH2:20][C:21]1[CH:26]=[C:25]([C:27]([F:30])([F:29])[F:28])[CH:24]=[CH:23][C:22]=1[N:31]([C:41]([O:43][CH2:44][CH3:45])=[O:42])[CH2:32][CH2:33][CH2:34][CH2:35][C:36]([O:38]CC)=[O:37])[C:8]1[N:13]=[CH:12][C:11]([N:14]2[CH2:19][CH2:18][O:17][CH2:16][CH2:15]2)=[CH:10][N:9]=1.[OH-].[Na+].C(O)(=O)CC(CC(O)=O)(C(O)=O)O, predict the reaction product. The product is: [F:52][C:49]([F:50])([F:51])[C:47]1[CH:46]=[C:5]([CH:4]=[C:3]([C:2]([F:53])([F:1])[F:54])[CH:48]=1)[CH2:6][N:7]([CH2:20][C:21]1[CH:26]=[C:25]([C:27]([F:28])([F:29])[F:30])[CH:24]=[CH:23][C:22]=1[N:31]([C:41]([O:43][CH2:44][CH3:45])=[O:42])[CH2:32][CH2:33][CH2:34][CH2:35][C:36]([OH:38])=[O:37])[C:8]1[N:13]=[CH:12][C:11]([N:14]2[CH2:19][CH2:18][O:17][CH2:16][CH2:15]2)=[CH:10][N:9]=1. (3) Given the reactants [Br:1][CH2:2][CH2:3][CH2:4][CH2:5][CH2:6][CH2:7][CH2:8][C:9]1[CH:14]=[CH:13][CH:12]=[C:11]([OH:15])[CH:10]=1.C([O-])([O-])=O.[K+].[K+].[CH2:22](Br)[C:23]1[CH:28]=[CH:27][CH:26]=[CH:25][CH:24]=1, predict the reaction product. The product is: [Br:1][CH2:2][CH2:3][CH2:4][CH2:5][CH2:6][CH2:7][CH2:8][C:9]1[CH:14]=[CH:13][CH:12]=[C:11]([O:15][CH2:22][C:23]2[CH:28]=[CH:27][CH:26]=[CH:25][CH:24]=2)[CH:10]=1. (4) Given the reactants Br[C:2]1[C:3]([C:23]2[CH:28]=[CH:27][C:26]([Cl:29])=[CH:25][CH:24]=2)=[CH:4][C:5]2[N:6]([C:8]([CH2:11][C:12]3[C:13]([CH3:22])=[N:14][C:15]([C:18]([F:21])([F:20])[F:19])=[CH:16][CH:17]=3)=[N:9][N:10]=2)[CH:7]=1.[Cl:30][C:31]1[CH:36]=[C:35]([CH3:37])[CH:34]=[CH:33][C:32]=1B(O)O.C([O-])([O-])=O.[K+].[K+].ClC1C=CC(C2C(C3C=CC(Cl)=CC=3Cl)=CN3C(CC4C=NC(C(F)(F)F)=CC=4)=NN=C3C=2)=CC=1, predict the reaction product. The product is: [Cl:29][C:26]1[CH:27]=[CH:28][C:23]([C:3]2[C:2]([C:32]3[CH:33]=[CH:34][C:35]([CH3:37])=[CH:36][C:31]=3[Cl:30])=[CH:7][N:6]3[C:8]([CH2:11][C:12]4[C:13]([CH3:22])=[N:14][C:15]([C:18]([F:20])([F:19])[F:21])=[CH:16][CH:17]=4)=[N:9][N:10]=[C:5]3[CH:4]=2)=[CH:24][CH:25]=1. (5) Given the reactants C(O)C.Cl.[Cl:5][C:6]1[CH:22]=[CH:21][C:9]([O:10][C:11]2[C:16]([CH3:17])=[CH:15][C:14]([N+:18]([O-])=O)=[CH:13][N:12]=2)=[CH:8][C:7]=1[C:23]([F:26])([F:25])[F:24], predict the reaction product. The product is: [Cl:5][C:6]1[CH:22]=[CH:21][C:9]([O:10][C:11]2[N:12]=[CH:13][C:14]([NH2:18])=[CH:15][C:16]=2[CH3:17])=[CH:8][C:7]=1[C:23]([F:26])([F:24])[F:25]. (6) Given the reactants Cl[C:2]1[CH:3]=[C:4]([C:9]2[N:13]3[C:14]4[N:22]=[C:21]([O:23][CH3:24])[CH:20]=[CH:19][C:15]=4[N:16]=[C:17]([CH3:18])[C:12]3=[C:11]([CH3:25])[N:10]=2)[CH:5]=[C:6]([Cl:8])[CH:7]=1.Cl[C:27]1C=CC(C)=C(B(O)O)C=1.C([O-])([O-])=O.[K+].[K+], predict the reaction product. The product is: [Cl:8][C:6]1[CH:7]=[CH:2][C:3]([CH3:27])=[C:4]([C:9]2[N:13]3[C:14]4[N:22]=[C:21]([O:23][CH3:24])[CH:20]=[CH:19][C:15]=4[N:16]=[C:17]([CH3:18])[C:12]3=[C:11]([CH3:25])[N:10]=2)[CH:5]=1. (7) Given the reactants [CH3:1][CH:2]([OH:6])[CH2:3][CH2:4][CH3:5].[H-].[Na+].Cl[S:10]([N:13]=C=O)(=[O:12])=[O:11].C(O)=O, predict the reaction product. The product is: [S:10](=[O:12])(=[O:11])([O:6][CH:2]([CH2:3][CH2:4][CH3:5])[CH3:1])[NH2:13].